From a dataset of Reaction yield outcomes from USPTO patents with 853,638 reactions. Predict the reaction yield, written as a fraction of the theoretical maximum amount of product (1.0 means a 100% yield; for example, 0.34 means a 34% yield). (1) The reactants are Br[CH2:2][CH2:3][CH2:4][O:5][C:6]1[CH:7]=[C:8]2[C:13](=[CH:14][C:15]=1[O:16][CH3:17])[C:12]([C:18](=[O:28])[C:19]1[CH:24]=[CH:23][CH:22]=[C:21]([O:25][CH2:26][CH3:27])[CH:20]=1)=[N:11][CH:10]=[C:9]2[CH:29]=[O:30].C(=O)([O-])[O-].[K+].[K+].[NH:37]1[CH2:41][CH2:40][CH2:39][CH2:38]1. The catalyst is CN(C)C=O.C(OCC)(=O)C.O. The product is [N:37]1([CH2:2][CH2:3][CH2:4][O:5][C:6]2[CH:7]=[C:8]3[C:13](=[CH:14][C:15]=2[O:16][CH3:17])[C:12]([C:18](=[O:28])[C:19]2[CH:24]=[CH:23][CH:22]=[C:21]([O:25][CH2:26][CH3:27])[CH:20]=2)=[N:11][CH:10]=[C:9]3[CH:29]=[O:30])[CH2:41][CH2:40][CH2:39][CH2:38]1. The yield is 0.990. (2) The reactants are [C:1]([O:5][C:6]([N:8]([CH3:10])[NH2:9])=[O:7])([CH3:4])([CH3:3])[CH3:2].B(O)(O)[C:12]1[C:21]2[C:16](=[CH:17][CH:18]=[CH:19][CH:20]=2)[C:15]([CH3:22])=[CH:14][CH:13]=1.C(N(CC)CC)C. The catalyst is ClCCCl.C([O-])(=O)C.[Cu+2].C([O-])(=O)C. The product is [C:1]([O:5][C:6]([N:8]([CH3:10])[NH:9][C:12]1[C:21]2[C:16](=[CH:17][CH:18]=[CH:19][CH:20]=2)[C:15]([CH3:22])=[CH:14][CH:13]=1)=[O:7])([CH3:4])([CH3:3])[CH3:2]. The yield is 0.0900. (3) The reactants are C(#N)C.[CH3:4][CH2:5][C:6]([C:9]([O:11][C@@H:12]1[C@@H:17]2[C@@H:18]([CH2:23][CH2:24][C@@H:25](O)[CH2:26][C@@H:27]([OH:32])[CH2:28][C:29]([O-:31])=[O:30])[C@@H:19]([CH3:22])[CH:20]=[CH:21][C:16]2=[CH:15][C@H:14]([CH3:34])[CH2:13]1)=O)([CH3:8])[CH3:7].[NH4+].C1(C)C=CC(S(O)(=O)=O)=CC=1.C1(C)C=CC=CC=1.[OH2:54]. No catalyst specified. The product is [CH3:4][CH2:5][C:6]([C:9]([O:11][C@@H:12]1[C@@H:17]2[C@@H:18]([CH2:23][CH2:24][C@H:25]3[O:31][C:29](=[O:30])[CH2:28][C@H:27]([OH:32])[CH2:26]3)[C@@H:19]([CH3:22])[CH:20]=[CH:21][C:16]2=[CH:15][C@H:14]([CH3:34])[CH2:13]1)=[O:54])([CH3:7])[CH3:8]. The yield is 0.630. (4) The reactants are [C:1]([C:5]1[CH:10]=[CH:9][C:8]([N:11]2[C:19]3[C:14](=[CH:15][CH:16]=[CH:17][CH:18]=3)[C:13]([CH:20]=[O:21])=[C:12]2[Cl:22])=[CH:7][CH:6]=1)([CH3:4])([CH3:3])[CH3:2].[NH2:23][CH2:24][CH2:25][N:26]1[CH2:30][CH2:29][CH2:28][CH2:27]1.Cl. The catalyst is CO. The product is [ClH:22].[C:1]([C:5]1[CH:10]=[CH:9][C:8]([N:11]2[C:19]3[C:14](=[CH:15][CH:16]=[CH:17][CH:18]=3)[C:13]([CH:20]=[O:21])=[C:12]2[NH:23][CH2:24][CH2:25][N:26]2[CH2:30][CH2:29][CH2:28][CH2:27]2)=[CH:7][CH:6]=1)([CH3:4])([CH3:3])[CH3:2]. The yield is 0.200. (5) The reactants are [CH:1]([C:4]1[O:5][C:6]([C:24]2[CH:29]=[CH:28][C:27]([C:30]([F:33])([F:32])[F:31])=[CH:26][CH:25]=2)=[CH:7][C:8]=1[CH:9]([O:14][C:15]1[CH:23]=[CH:22][C:18]([C:19](O)=[O:20])=[CH:17][CH:16]=1)[CH2:10][CH:11]([CH3:13])[CH3:12])([CH3:3])[CH3:2].[CH3:34][NH:35][CH2:36][CH2:37][C:38]([O:40]CC)=[O:39]. No catalyst specified. The product is [CH:1]([C:4]1[O:5][C:6]([C:24]2[CH:29]=[CH:28][C:27]([C:30]([F:33])([F:31])[F:32])=[CH:26][CH:25]=2)=[CH:7][C:8]=1[CH:9]([O:14][C:15]1[CH:23]=[CH:22][C:18]([C:19]([N:35]([CH3:34])[CH2:36][CH2:37][C:38]([OH:40])=[O:39])=[O:20])=[CH:17][CH:16]=1)[CH2:10][CH:11]([CH3:13])[CH3:12])([CH3:2])[CH3:3]. The yield is 0.230.